From a dataset of Kir2.1 potassium channel HTS with 301,493 compounds. Binary Classification. Given a drug SMILES string, predict its activity (active/inactive) in a high-throughput screening assay against a specified biological target. (1) The drug is O=C1N(C(C(c2c1cc(OCC)c(OCC)c2)C(O)=O)c1cc(OC)c(OC)c(OC)c1)C. The result is 0 (inactive). (2) The compound is Clc1c(NC(=O)NC2(CCCCC2)C(=O)N2CCCC2)cccc1. The result is 0 (inactive). (3) The molecule is O1N=C(CC1(CC(O)=O)C(=O)Nc1cc2OCCOc2cc1)c1ccc(cc1)C. The result is 0 (inactive). (4) The compound is O1c2c(C3(c4c(N(C3=O)CC(O)=O)cccc4)C(=C1N)C#N)c(oc(c2)C)=O. The result is 0 (inactive). (5) The molecule is s1c2CC(CCc2c(c1NC(=O)CSc1ncnc2[nH]ncc12)C(OCC)=O)C. The result is 0 (inactive). (6) The drug is S(=O)(=O)(NCCc1ccccc1)c1cc2CC(N(c2cc1)C(=O)C)C. The result is 0 (inactive).